From a dataset of Full USPTO retrosynthesis dataset with 1.9M reactions from patents (1976-2016). Predict the reactants needed to synthesize the given product. (1) Given the product [OH:22][CH2:2][CH2:3][CH2:4][O:5][CH2:9][CH:8]1[CH2:10][CH2:18][NH:19][CH2:20][CH2:21]1, predict the reactants needed to synthesize it. The reactants are: Br[CH2:2][CH2:3][CH2:4][OH:5].Cl[Si](C(C)C)(C(C)C)[CH:8]([CH3:10])[CH3:9].N1[CH:21]=[CH:20][N:19]=[CH:18]1.[OH2:22]. (2) The reactants are: [CH3:1][O:2][C:3](=[O:21])[C:4]1[CH:9]=[CH:8][C:7]([NH:10][C:11]2[CH:16]=[CH:15][N:14]=[C:13]([Br:17])[CH:12]=2)=[C:6]([N+:18]([O-])=O)[CH:5]=1. Given the product [CH3:1][O:2][C:3](=[O:21])[C:4]1[CH:9]=[CH:8][C:7]([NH:10][C:11]2[CH:16]=[CH:15][N:14]=[C:13]([Br:17])[CH:12]=2)=[C:6]([NH2:18])[CH:5]=1, predict the reactants needed to synthesize it. (3) Given the product [CH2:16]([NH:23][C:2]1[C:11]([CH:12]=[O:13])=[CH:10][C:9]2[C:4](=[CH:5][CH:6]=[C:7]([O:14][CH3:15])[CH:8]=2)[N:3]=1)[C:17]1[CH:22]=[CH:21][CH:20]=[CH:19][CH:18]=1, predict the reactants needed to synthesize it. The reactants are: Cl[C:2]1[C:11]([CH:12]=[O:13])=[CH:10][C:9]2[C:4](=[CH:5][CH:6]=[C:7]([O:14][CH3:15])[CH:8]=2)[N:3]=1.[CH2:16]([NH2:23])[C:17]1[CH:22]=[CH:21][CH:20]=[CH:19][CH:18]=1.